From a dataset of Catalyst prediction with 721,799 reactions and 888 catalyst types from USPTO. Predict which catalyst facilitates the given reaction. (1) Reactant: C(OC(=O)[NH:7][CH2:8][C:9](=[O:27])[N:10]1[CH2:14][CH2:13][CH:12]([N:15]2[CH2:20][CH2:19][CH:18]([C:21]3[CH:26]=[CH:25][CH:24]=[CH:23][CH:22]=3)[CH2:17][CH2:16]2)[CH2:11]1)(C)(C)C.C(O)(C(F)(F)F)=O.C1(C)C=CC=CC=1. Product: [NH2:7][CH2:8][C:9]([N:10]1[CH2:14][CH2:13][CH:12]([N:15]2[CH2:16][CH2:17][CH:18]([C:21]3[CH:22]=[CH:23][CH:24]=[CH:25][CH:26]=3)[CH2:19][CH2:20]2)[CH2:11]1)=[O:27]. The catalyst class is: 2. (2) Reactant: [NH:1]1[CH2:5][CH2:4][CH2:3][CH2:2]1.[C:6]([C:8]1[CH:9]=[C:10]2[C:15](=[CH:16][C:17]=1[O:18][CH2:19][C@H:20]1[CH2:22][O:21]1)[N:14]=[CH:13][CH:12]=[C:11]2[O:23][C:24]1[CH:29]=[CH:28][C:27]([NH:30][C:31]([NH:33][CH:34]2[CH2:36][CH2:35]2)=[O:32])=[C:26]([CH3:37])[C:25]=1[CH3:38])#[N:7]. Product: [C:6]([C:8]1[CH:9]=[C:10]2[C:15](=[CH:16][C:17]=1[O:18][CH2:19][C@H:20]([OH:21])[CH2:22][N:1]1[CH2:5][CH2:4][CH2:3][CH2:2]1)[N:14]=[CH:13][CH:12]=[C:11]2[O:23][C:24]1[CH:29]=[CH:28][C:27]([NH:30][C:31]([NH:33][CH:34]2[CH2:36][CH2:35]2)=[O:32])=[C:26]([CH3:37])[C:25]=1[CH3:38])#[N:7]. The catalyst class is: 7.